This data is from NCI-60 drug combinations with 297,098 pairs across 59 cell lines. The task is: Regression. Given two drug SMILES strings and cell line genomic features, predict the synergy score measuring deviation from expected non-interaction effect. (1) Cell line: SF-295. Drug 2: CCC1(C2=C(COC1=O)C(=O)N3CC4=CC5=C(C=CC(=C5CN(C)C)O)N=C4C3=C2)O.Cl. Synergy scores: CSS=-11.9, Synergy_ZIP=-9.75, Synergy_Bliss=-26.3, Synergy_Loewe=-77.0, Synergy_HSA=-39.6. Drug 1: C1CC(=O)NC(=O)C1N2C(=O)C3=CC=CC=C3C2=O. (2) Drug 1: CC1=C(C=C(C=C1)NC(=O)C2=CC=C(C=C2)CN3CCN(CC3)C)NC4=NC=CC(=N4)C5=CN=CC=C5. Drug 2: CN(C(=O)NC(C=O)C(C(C(CO)O)O)O)N=O. Cell line: SR. Synergy scores: CSS=6.69, Synergy_ZIP=-7.53, Synergy_Bliss=-10.9, Synergy_Loewe=-13.3, Synergy_HSA=-11.7. (3) Synergy scores: CSS=-4.21, Synergy_ZIP=-0.288, Synergy_Bliss=-3.79, Synergy_Loewe=-5.86, Synergy_HSA=-5.86. Cell line: MCF7. Drug 1: CC1=C(C=C(C=C1)NC(=O)C2=CC=C(C=C2)CN3CCN(CC3)C)NC4=NC=CC(=N4)C5=CN=CC=C5. Drug 2: C1CC(=O)NC(=O)C1N2C(=O)C3=CC=CC=C3C2=O. (4) Drug 1: CC1=CC=C(C=C1)C2=CC(=NN2C3=CC=C(C=C3)S(=O)(=O)N)C(F)(F)F. Drug 2: C1C(C(OC1N2C=NC(=NC2=O)N)CO)O. Cell line: BT-549. Synergy scores: CSS=13.7, Synergy_ZIP=-4.53, Synergy_Bliss=-2.09, Synergy_Loewe=-15.3, Synergy_HSA=-1.04. (5) Drug 2: C1=CN(C=N1)CC(O)(P(=O)(O)O)P(=O)(O)O. Cell line: HOP-62. Synergy scores: CSS=42.0, Synergy_ZIP=0.410, Synergy_Bliss=-1.89, Synergy_Loewe=-67.2, Synergy_HSA=-3.23. Drug 1: CC=C1C(=O)NC(C(=O)OC2CC(=O)NC(C(=O)NC(CSSCCC=C2)C(=O)N1)C(C)C)C(C)C.